Task: Predict which catalyst facilitates the given reaction.. Dataset: Catalyst prediction with 721,799 reactions and 888 catalyst types from USPTO (1) Reactant: [C:1]([C:3]1[CH:4]=[CH:5][C:6]([C@@H:12]2[C:17]([C:18]#[N:19])=[C:16]([CH3:20])[N:15]([C:21]3[CH:26]=[CH:25][CH:24]=[C:23]([C:27]([F:30])([F:29])[F:28])[CH:22]=3)[C:14](=[O:31])[N:13]2[CH3:32])=[C:7]([S:9]([O-:11])=[O:10])[CH:8]=1)#[N:2].[Na+].Br[CH:35]1[CH2:38][CH2:37][CH2:36]1. Product: [CH:35]1([S:9]([C:7]2[CH:8]=[C:3]([C:1]#[N:2])[CH:4]=[CH:5][C:6]=2[C@@H:12]2[C:17]([C:18]#[N:19])=[C:16]([CH3:20])[N:15]([C:21]3[CH:26]=[CH:25][CH:24]=[C:23]([C:27]([F:29])([F:30])[F:28])[CH:22]=3)[C:14](=[O:31])[N:13]2[CH3:32])(=[O:11])=[O:10])[CH2:38][CH2:37][CH2:36]1. The catalyst class is: 3. (2) Reactant: [C:1]([O:5][C:6]([N:8]1[CH2:20][C@@H:19]([CH3:21])[N:18]2[C@H:10]([CH2:11][C:12]3[C:17]2=[N:16][C:15]([CH2:22][OH:23])=[CH:14][CH:13]=3)[CH2:9]1)=[O:7])([CH3:4])([CH3:3])[CH3:2]. Product: [C:1]([O:5][C:6]([N:8]1[CH2:20][C@@H:19]([CH3:21])[N:18]2[C@H:10]([CH2:11][C:12]3[C:17]2=[N:16][C:15]([CH:22]=[O:23])=[CH:14][CH:13]=3)[CH2:9]1)=[O:7])([CH3:3])([CH3:2])[CH3:4]. The catalyst class is: 327. (3) Reactant: Cl[C:2]1[N:7]=[C:6]([NH:8][C:9]2[CH:14]=[CH:13][C:12]([N:15]3[CH:19]=[CH:18][CH:17]=[N:16]3)=[C:11]([F:20])[CH:10]=2)[C:5]([C:21]([OH:23])=O)=[CH:4][N:3]=1.[CH:24]1[CH:25]=[CH:26][C:27]2[N:32]([OH:33])[N:31]=[N:30][C:28]=2[CH:29]=1.C(Cl)CCl.[NH3:38]. Product: [N:32]1([O:33][C:2]2[N:7]=[C:6]([NH:8][C:9]3[CH:14]=[CH:13][C:12]([N:15]4[CH:19]=[CH:18][CH:17]=[N:16]4)=[C:11]([F:20])[CH:10]=3)[C:5]([C:21]([NH2:38])=[O:23])=[CH:4][N:3]=2)[C:27]2[CH:26]=[CH:25][CH:24]=[CH:29][C:28]=2[N:30]=[N:31]1. The catalyst class is: 173.